Dataset: Forward reaction prediction with 1.9M reactions from USPTO patents (1976-2016). Task: Predict the product of the given reaction. (1) Given the reactants Br[CH2:2][CH2:3][O:4][C:5]1[CH:10]=[CH:9][C:8]([CH2:11][N:12]2[C:20](=[O:21])[C:19]([C:22]([NH:24][C:25]3[CH:30]=[CH:29][C:28]([C:31]([F:34])([F:33])[F:32])=[CH:27][C:26]=3[C:35]3[CH:40]=[C:39]([C:41]([F:44])([F:43])[F:42])[N:38]=[CH:37][N:36]=3)=[O:23])=[C:18]([OH:45])[C:14]3([CH2:17][CH2:16][CH2:15]3)[N:13]2[CH3:46])=[C:7]([F:47])[C:6]=1[F:48].[CH3:49][NH:50][CH:51]1[CH2:55][CH2:54][O:53][CH2:52]1.C(N(C(C)C)C(C)C)C, predict the reaction product. The product is: [F:47][C:7]1[C:6]([F:48])=[C:5]([O:4][CH2:3][CH2:2][N:50]([CH3:49])[CH:51]2[CH2:55][CH2:54][O:53][CH2:52]2)[CH:10]=[CH:9][C:8]=1[CH2:11][N:12]1[C:20](=[O:21])[C:19]([C:22]([NH:24][C:25]2[CH:30]=[CH:29][C:28]([C:31]([F:33])([F:34])[F:32])=[CH:27][C:26]=2[C:35]2[CH:40]=[C:39]([C:41]([F:42])([F:43])[F:44])[N:38]=[CH:37][N:36]=2)=[O:23])=[C:18]([OH:45])[C:14]2([CH2:17][CH2:16][CH2:15]2)[N:13]1[CH3:46]. (2) Given the reactants C([N:8]([CH2:30][C@@H:31]([C:33]1[CH:44]=[CH:43][C:36]2[O:37]C(C)(C)[O:39][CH2:40][C:35]=2[CH:34]=1)[OH:32])[CH2:9][CH2:10][CH2:11][CH2:12][CH2:13][CH2:14][O:15][CH2:16][CH2:17][CH2:18][CH2:19][C:20]1[CH:21]=[C:22]([S:26]([NH2:29])(=[O:28])=[O:27])[CH:23]=[CH:24][CH:25]=1)C1C=CC=CC=1.BrCCCCCCOCCCCC1C=C(S(N)(=O)=O)C=CC=1.C(NC[C@@H](C1C=CC2OC(C)(C)OCC=2C=1)O)C1C=CC=CC=1.C(N(C(C)C)CC)(C)C, predict the reaction product. The product is: [OH:32][C@H:31]([C:33]1[CH:44]=[CH:43][C:36]([OH:37])=[C:35]([CH2:40][OH:39])[CH:34]=1)[CH2:30][NH:8][CH2:9][CH2:10][CH2:11][CH2:12][CH2:13][CH2:14][O:15][CH2:16][CH2:17][CH2:18][CH2:19][C:20]1[CH:21]=[C:22]([S:26]([NH2:29])(=[O:28])=[O:27])[CH:23]=[CH:24][CH:25]=1. (3) Given the reactants [Mg].Br[C:3]1[CH:8]=[C:7]([F:9])[CH:6]=[CH:5][C:4]=1[F:10].[C:11](OCC)(=[O:17])[C:12]([O:14][CH2:15][CH3:16])=[O:13].[Cl-].[NH4+], predict the reaction product. The product is: [F:10][C:4]1[CH:5]=[CH:6][C:7]([F:9])=[CH:8][C:3]=1[C:11](=[O:17])[C:12]([O:14][CH2:15][CH3:16])=[O:13]. (4) The product is: [CH3:19][C:20]1[CH:28]=[CH:27][C:23]([C:24]([NH:18][C:15]2[CH:16]=[CH:17][C:12]([C@H:9]3[CH2:10][CH2:11][CH:7]([N:3]4[CH2:4][CH2:5][CH2:6][C@@H:2]4[CH3:1])[CH2:8]3)=[CH:13][CH:14]=2)=[O:25])=[CH:22][CH:21]=1. Given the reactants [CH3:1][C@H:2]1[CH2:6][CH2:5][CH2:4][N:3]1[CH:7]1[CH2:11][CH2:10][C@H:9]([C:12]2[CH:17]=[CH:16][C:15]([NH2:18])=[CH:14][CH:13]=2)[CH2:8]1.[CH3:19][C:20]1[CH:28]=[CH:27][C:23]([C:24](Cl)=[O:25])=[CH:22][CH:21]=1, predict the reaction product.